Dataset: Forward reaction prediction with 1.9M reactions from USPTO patents (1976-2016). Task: Predict the product of the given reaction. (1) Given the reactants [Cl:1][C:2]1[CH:19]=[C:18]([CH3:20])[CH:17]=[C:16]([Cl:21])[C:3]=1[O:4][CH2:5][CH2:6][O:7][C:8]1[CH:15]=[CH:14][C:11]([CH:12]=[O:13])=[CH:10][CH:9]=1.[BH4-].[Na+], predict the reaction product. The product is: [Cl:1][C:2]1[CH:19]=[C:18]([CH3:20])[CH:17]=[C:16]([Cl:21])[C:3]=1[O:4][CH2:5][CH2:6][O:7][C:8]1[CH:15]=[CH:14][C:11]([CH2:12][OH:13])=[CH:10][CH:9]=1. (2) Given the reactants [Cl:1][C:2]1[CH:7]=[C:6]([C:8]2([C:23]([F:26])([F:25])[F:24])[CH2:12][N:11]=[C:10]([C:13]3[CH:21]=[CH:20][C:16]([C:17](O)=[O:18])=[C:15]([CH3:22])[CH:14]=3)[CH2:9]2)[CH:5]=[C:4]([Cl:27])[N:3]=1.F[P-](F)(F)(F)(F)F.N1(OC(N(C)C)=[N+](C)C)C2C=CC=CC=2N=N1.C(N(CC)C(C)C)(C)C.Cl.[S:62]1[CH2:65][CH:64]([NH2:66])[CH2:63]1, predict the reaction product. The product is: [Cl:27][C:4]1[CH:5]=[C:6]([C:8]2([C:23]([F:24])([F:25])[F:26])[CH2:12][N:11]=[C:10]([C:13]3[CH:21]=[CH:20][C:16]([C:17]([NH:66][CH:64]4[CH2:65][S:62][CH2:63]4)=[O:18])=[C:15]([CH3:22])[CH:14]=3)[CH2:9]2)[CH:7]=[C:2]([Cl:1])[N:3]=1. (3) Given the reactants [F:1][C:2]1[CH:7]=[C:6]([I:8])[CH:5]=[CH:4][C:3]=1[NH:9][C:10]1[CH:18]=[N:17][CH:16]=[CH:15][C:11]=1[C:12]([OH:14])=[O:13].CC1C=C(I)C=CC=1N.FC1C([Cl:38])=C(C=CN=1)C(O)=O, predict the reaction product. The product is: [Cl:38][C:18]1[C:10]([NH:9][C:3]2[CH:4]=[CH:5][C:6]([I:8])=[CH:7][C:2]=2[F:1])=[C:11]([CH:15]=[CH:16][N:17]=1)[C:12]([OH:14])=[O:13]. (4) Given the reactants [CH3:1][CH:2]([CH3:7])/[CH:3]=[CH:4]/[CH2:5][OH:6].ClCCl.[Cl:11][C:12]1[CH:13]=[C:14]([CH:24]([CH3:28])[C:25](O)=[O:26])[CH:15]=[CH:16][C:17]=1[CH2:18][CH2:19][C:20]([CH3:23])([CH3:22])[CH3:21].Cl.C(N=C=NCCCN(C)C)C.Cl, predict the reaction product. The product is: [CH3:1][CH:2]([CH3:7])/[CH:3]=[CH:4]/[CH2:5][O:6][C:25](=[O:26])[CH:24]([C:14]1[CH:15]=[CH:16][C:17]([CH2:18][CH2:19][C:20]([CH3:22])([CH3:21])[CH3:23])=[C:12]([Cl:11])[CH:13]=1)[CH3:28]. (5) Given the reactants [F:1][C:2]([F:13])([F:12])[C:3]1[CH:8]=[CH:7][N:6]=[C:5]([C:9](O)=[O:10])[CH:4]=1.C(N(CC)CC)C.ClC(OCC)=O.[BH4-].[Na+], predict the reaction product. The product is: [F:12][C:2]([F:1])([F:13])[C:3]1[CH:8]=[CH:7][N:6]=[C:5]([CH2:9][OH:10])[CH:4]=1. (6) The product is: [CH2:1]([O:3][C:4]([C:6]1[C:7]2[O:14][C:13]([C:15](=[O:19])[N:16]([CH3:17])[CH3:18])=[C:12]([NH:39][C:30]3[CH:31]=[CH:32][C:33]([Si:35]([CH3:37])([CH3:36])[CH3:38])=[CH:34][C:29]=3[F:28])[C:8]=2[CH:9]=[N:10][CH:11]=1)=[O:5])[CH3:2]. Given the reactants [CH2:1]([O:3][C:4]([C:6]1[C:7]2[O:14][C:13]([C:15](=[O:19])[N:16]([CH3:18])[CH3:17])=[C:12](OS(C(F)(F)F)(=O)=O)[C:8]=2[CH:9]=[N:10][CH:11]=1)=[O:5])[CH3:2].[F:28][C:29]1[CH:34]=[C:33]([Si:35]([CH3:38])([CH3:37])[CH3:36])[CH:32]=[CH:31][C:30]=1[NH2:39].P([O-])([O-])([O-])=O.[K+].[K+].[K+].CC1(C)C2C(=C(P(C3C=CC=CC=3)C3C=CC=CC=3)C=CC=2)OC2C(P(C3C=CC=CC=3)C3C=CC=CC=3)=CC=CC1=2, predict the reaction product. (7) The product is: [CH3:12][N:8]1[C:9]2[C:4](=[CH:3][C:2]([B:13]3[O:17][C:16]([CH3:19])([CH3:18])[C:15]([CH3:21])([CH3:20])[O:14]3)=[CH:11][CH:10]=2)[NH:5][CH2:6][CH2:7]1. Given the reactants Br[C:2]1[CH:3]=[C:4]2[C:9](=[CH:10][CH:11]=1)[N:8]([CH3:12])[CH2:7][CH2:6][NH:5]2.[B:13]1([B:13]2[O:17][C:16]([CH3:19])([CH3:18])[C:15]([CH3:21])([CH3:20])[O:14]2)[O:17][C:16]([CH3:19])([CH3:18])[C:15]([CH3:21])([CH3:20])[O:14]1.C([O-])(=O)C.[K+], predict the reaction product. (8) Given the reactants [CH3:1][S:2][C:3]1[CH:8]=[CH:7][C:6]([N+:9]([O-])=O)=[CH:5][CH:4]=1.[H][H], predict the reaction product. The product is: [CH3:1][S:2][C:3]1[CH:8]=[CH:7][C:6]([NH2:9])=[CH:5][CH:4]=1. (9) Given the reactants [N+:1]([C:4]1[CH:9]=[CH:8][C:7](/[CH:10]=[CH:11]/[C:12]([C:14]2[CH:19]=[CH:18][CH:17]=[CH:16][N:15]=2)=[O:13])=[CH:6][CH:5]=1)([O-])=O.[Cl-].[NH4+], predict the reaction product. The product is: [NH2:1][C:4]1[CH:5]=[CH:6][C:7](/[CH:10]=[CH:11]/[C:12]([C:14]2[CH:19]=[CH:18][CH:17]=[CH:16][N:15]=2)=[O:13])=[CH:8][CH:9]=1.